From a dataset of Full USPTO retrosynthesis dataset with 1.9M reactions from patents (1976-2016). Predict the reactants needed to synthesize the given product. (1) Given the product [Br:1][C:2]1[CH:3]=[C:4]2[C:9](=[CH:10][CH:11]=1)[N:8]=[CH:7][C:6]([C:12]([O:14][CH3:15])=[O:13])=[CH:5]2, predict the reactants needed to synthesize it. The reactants are: [Br:1][C:2]1[CH:3]=[C:4]2[C:9](=[CH:10][CH:11]=1)[N:8]=[CH:7][C:6]([C:12]([OH:14])=[O:13])=[CH:5]2.[CH3:15]O.S(=O)(=O)(O)O. (2) Given the product [C:1]([N:5]([C:27](=[O:36])[C:28]1[CH:33]=[C:32]([CH3:34])[CH:31]=[C:30]([CH3:35])[CH:29]=1)[NH:6][C:7](=[O:26])[C:8]1[CH:13]=[CH:12][C:11]([CH:14]([O:41][CH3:40])[O:38][CH3:37])=[C:10]([B:17]2[O:21][C:20]([CH3:23])([CH3:22])[C:19]([CH3:25])([CH3:24])[O:18]2)[CH:9]=1)([CH3:4])([CH3:3])[CH3:2], predict the reactants needed to synthesize it. The reactants are: [C:1]([N:5]([C:27](=[O:36])[C:28]1[CH:33]=[C:32]([CH3:34])[CH:31]=[C:30]([CH3:35])[CH:29]=1)[NH:6][C:7](=[O:26])[C:8]1[CH:13]=[CH:12][C:11]([CH:14](Br)Br)=[C:10]([B:17]2[O:21][C:20]([CH3:23])([CH3:22])[C:19]([CH3:25])([CH3:24])[O:18]2)[CH:9]=1)([CH3:4])([CH3:3])[CH3:2].[CH3:37][O-:38].[Na+].[CH3:40][OH:41]. (3) Given the product [CH3:24][C:21]1[O:22][C:23]2=[C:15]3[C:16](=[CH:17][CH:18]=[C:19]2[N:20]=1)[O:25][CH2:26][CH:13]([CH2:12][N:38]1[CH2:37][CH:36]=[C:35]([C:31]2[CH:32]=[CH:33][CH:34]=[CH:29][CH:30]=2)[CH2:40][CH2:39]1)[O:14]3, predict the reactants needed to synthesize it. The reactants are: CC1C=CC(S(O[CH2:12][C@H:13]2[CH2:26][O:25][C:16]3[CH:17]=[CH:18][C:19]4[N:20]=[C:21]([CH3:24])[O:22][C:23]=4[C:15]=3[O:14]2)(=O)=O)=CC=1.FC(F)(F)[C:29]1[CH:30]=[C:31]([C:35]2[CH2:36][CH2:37][NH:38][CH2:39][CH:40]=2)[CH:32]=[CH:33][CH:34]=1.C1COCC1.C(O)(=O)/C=C/C(O)=O. (4) Given the product [CH3:1][C:2]1[CH:3]=[C:4]([C:9]2[CH:10]=[CH:11][C:12]([C:15]([F:18])([F:16])[F:17])=[CH:13][CH:14]=2)[N:5]=[C:6]([O:8][S:21]([C:20]([F:33])([F:32])[F:19])(=[O:23])=[O:22])[N:7]=1, predict the reactants needed to synthesize it. The reactants are: [CH3:1][C:2]1[NH:7][C:6](=[O:8])[N:5]=[C:4]([C:9]2[CH:14]=[CH:13][C:12]([C:15]([F:18])([F:17])[F:16])=[CH:11][CH:10]=2)[CH:3]=1.[F:19][C:20]([F:33])([F:32])[S:21](O[S:21]([C:20]([F:33])([F:32])[F:19])(=[O:23])=[O:22])(=[O:23])=[O:22].C(N(C(C)C)CC)(C)C. (5) Given the product [CH:2]1([N:6]2[CH2:7][CH2:8][N:9]([C:12](=[O:25])[CH2:13][N:14]3[CH2:19][CH2:18][C:17]4[N:20]=[C:21]([S:23][CH3:24])[O:22][C:16]=4[CH2:15]3)[CH2:10][CH2:11]2)[CH2:5][CH2:4][CH2:3]1, predict the reactants needed to synthesize it. The reactants are: [I-].[CH:2]1([N:6]2[CH2:11][CH2:10][N:9]([C:12](=[O:25])[CH2:13][N+:14]3[CH:19]=[CH:18][C:17]4[N:20]=[C:21]([S:23][CH3:24])[O:22][C:16]=4[CH:15]=3)[CH2:8][CH2:7]2)[CH2:5][CH2:4][CH2:3]1.[BH4-].[Na+].